The task is: Predict which catalyst facilitates the given reaction.. This data is from Catalyst prediction with 721,799 reactions and 888 catalyst types from USPTO. (1) Reactant: [NH2:1][C:2]1[S:3][CH:4]=[CH:5][N:6]=1.[C:7]([N+:11]#[C-:12])([CH3:10])([CH3:9])[CH3:8].[CH3:13][C:14]1[CH:21]=[CH:20][C:17]([CH:18]=O)=[CH:16][CH:15]=1.[C:22](Cl)(=[O:24])[CH3:23]. Product: [C:7]([N:11]([C:12]1[N:6]2[C:2]([S:3][CH:4]=[CH:5]2)=[N:1][C:18]=1[C:17]1[CH:20]=[CH:21][C:14]([CH3:13])=[CH:15][CH:16]=1)[C:22](=[O:24])[CH3:23])([CH3:10])([CH3:9])[CH3:8]. The catalyst class is: 519. (2) Reactant: [CH2:1]([Mg]Br)[CH3:2].CC(OC)(C)C.[CH2:11]([O:18][C:19]([N:21]1[CH2:26][CH2:25][CH:24]([C:27](=[O:32])N(OC)C)[CH2:23][CH2:22]1)=[O:20])[C:12]1[CH:17]=[CH:16][CH:15]=[CH:14][CH:13]=1. Product: [CH2:11]([O:18][C:19]([N:21]1[CH2:26][CH2:25][CH:24]([C:27](=[O:32])[CH2:1][CH3:2])[CH2:23][CH2:22]1)=[O:20])[C:12]1[CH:17]=[CH:16][CH:15]=[CH:14][CH:13]=1. The catalyst class is: 1. (3) Reactant: [H-].[Na+].[OH:3]/[N:4]=[C:5](\[C:10]1[CH:15]=[CH:14][CH:13]=[CH:12][CH:11]=1)/[C:6]([O:8]C)=[O:7].Cl[CH2:17][C:18]1[CH:37]=[CH:36][C:21]([O:22][CH2:23][C:24]2[N:25]=[C:26]([C:30]3[CH:35]=[CH:34][CH:33]=[CH:32][CH:31]=3)[O:27][C:28]=2[CH3:29])=[CH:20][CH:19]=1.Cl.C(=O)(O)[O-].[Na+]. Product: [CH3:29][C:28]1[O:27][C:26]([C:30]2[CH:31]=[CH:32][CH:33]=[CH:34][CH:35]=2)=[N:25][C:24]=1[CH2:23][O:22][C:21]1[CH:20]=[CH:19][C:18]([CH2:17][O:3]/[N:4]=[C:5](\[C:10]2[CH:15]=[CH:14][CH:13]=[CH:12][CH:11]=2)/[C:6]([OH:8])=[O:7])=[CH:37][CH:36]=1. The catalyst class is: 9. (4) Reactant: [F:1][C:2]([F:29])([F:28])[C:3]1[CH:4]=[C:5]([CH:21]=[C:22]([C:24]([F:27])([F:26])[F:25])[CH:23]=1)[CH2:6][O:7][CH2:8][C:9]1([CH:19]=[CH2:20])[C:17]2[C:12](=[CH:13][CH:14]=[CH:15][CH:16]=2)C(O)[O:10]1.[Cl-].[CH3:31][O:32][CH2:33][P+](C1C=CC=CC=1)(C1C=CC=CC=1)C1C=CC=CC=1.[CH3:53]C(C)([O-])C.[K+]. Product: [F:1][C:2]([F:28])([F:29])[C:3]1[CH:4]=[C:5]([CH:21]=[C:22]([C:24]([F:26])([F:25])[F:27])[CH:23]=1)[CH2:6][O:7][CH2:8][C:9]([C:17]1[CH:16]=[CH:15][CH:14]=[CH:13][C:12]=1[CH:53]=[CH:33][O:32][CH3:31])([OH:10])[CH:19]=[CH2:20]. The catalyst class is: 7. (5) Reactant: [H-].[Na+].[CH2:3]([OH:10])[C:4]1[CH:9]=[CH:8][CH:7]=[CH:6][CH:5]=1.Cl[CH2:12][C:13](=[O:19])[CH2:14][C:15]([O:17][CH3:18])=[O:16]. Product: [CH3:18][O:17][C:15](=[O:16])[CH2:14][C:13](=[O:19])[CH2:12][O:10][CH2:3][C:4]1[CH:9]=[CH:8][CH:7]=[CH:6][CH:5]=1. The catalyst class is: 1.